This data is from Catalyst prediction with 721,799 reactions and 888 catalyst types from USPTO. The task is: Predict which catalyst facilitates the given reaction. (1) Reactant: [CH2:1]([N:12]1[C:20](=[O:21])[C:19]2[C:14](=[CH:15][CH:16]=[CH:17][CH:18]=2)[C:13]1=[O:22])[CH2:2][CH2:3][CH2:4][CH2:5][CH2:6][CH2:7][CH2:8]CC=C.[Mn]([O-])(=O)(=O)=O.[K+].S(=O)(O)[O-].[Na+].[C:34]([OH:37])(=[O:36])[CH3:35]. Product: [O:22]=[C:13]1[C:14]2[C:19](=[CH:18][CH:17]=[CH:16][CH:15]=2)[C:20](=[O:21])[N:12]1[CH2:1][CH2:2][CH2:3][CH2:4][CH2:5][CH2:6][CH2:7][CH2:8][CH2:35][C:34]([OH:37])=[O:36]. The catalyst class is: 805. (2) Reactant: [F:1][C:2]([F:8])([F:7])[CH2:3][C:4](O)=[O:5].Cl.CN(C)CC[CH2:14][N:15]=[C:16]=[N:17][CH2:18][CH3:19].O[N:22]1[C:26]2[CH:27]=[CH:28][CH:29]=[CH:30][C:25]=2[N:24]=[N:23]1.[CH2:31]([N:33](CC)CC)[CH3:32]. Product: [C:25]1([CH:30]2[CH2:29][CH2:28][N:33]([C:4](=[O:5])[CH2:3][C:2]([F:8])([F:7])[F:1])[CH2:31][CH2:32]2)[N:24]=[N:23][N:22]2[C:26]=1[C:27]1[CH:19]=[CH:18][NH:17][C:16]=1[N:15]=[CH:14]2. The catalyst class is: 6.